From a dataset of Retrosynthesis with 50K atom-mapped reactions and 10 reaction types from USPTO. Predict the reactants needed to synthesize the given product. (1) The reactants are: C1CCNCC1.CS(=O)(=O)OC1CN(c2nc3ccc(Br)cc3s2)C1. Given the product Brc1ccc2nc(N3CC(N4CCCCC4)C3)sc2c1, predict the reactants needed to synthesize it. (2) Given the product COC(=O)CN1Cc2ncnc(Oc3ccc4c(ccn4C(=O)Nc4cccc(C(F)(F)F)c4)c3)c2CC1C, predict the reactants needed to synthesize it. The reactants are: CC1Cc2c(ncnc2Oc2ccc3c(ccn3C(=O)Nc3cccc(C(F)(F)F)c3)c2)CN1.COC(=O)CBr. (3) The reactants are: Cc1nn(CCO)c(N)c1N=O. Given the product Cc1nn(CCO)c(N)c1N, predict the reactants needed to synthesize it. (4) Given the product CC(C)CCNCCCO, predict the reactants needed to synthesize it. The reactants are: CC(C)CCI.NCCCO. (5) Given the product CC1(C)Cc2nc(C3CCCC3)c(C(F)c3ccc(C(F)(F)F)cc3)c(-c3ccc(F)c(F)c3)c2C(O)C1, predict the reactants needed to synthesize it. The reactants are: CC1(C)Cc2nc(C3CCCC3)c(C(F)c3ccc(C(F)(F)F)cc3)c(-c3ccc(F)c(F)c3)c2C(O[Si](C)(C)C(C)(C)C)C1. (6) Given the product CCOC(=O)CS(=O)(=O)Oc1c(C(C)C)cc(C(C)C)cc1C(C)C, predict the reactants needed to synthesize it. The reactants are: CC(C)c1cc(C(C)C)c(O)c(C(C)C)c1.CCOC(=O)CS(=O)(=O)Cl.